From a dataset of Forward reaction prediction with 1.9M reactions from USPTO patents (1976-2016). Predict the product of the given reaction. (1) The product is: [Cl:16][C:17]1[CH:23]=[CH:22][CH:21]=[C:20]([F:24])[C:18]=1[NH:19][C:1]([N:54]1[CH2:53][C:35]2[C:34](=[N:33][NH:32][C:36]=2[NH:37][C:38](=[O:52])[C:39]2[CH:44]=[CH:43][C:42]([N:45]3[CH2:50][CH2:49][N:48]([CH3:51])[CH2:47][CH2:46]3)=[CH:41][CH:40]=2)[C:55]1([CH3:56])[CH3:57])=[O:2]. Given the reactants [C:1](OC(OC(C)(C)C)=O)(OC(C)(C)C)=[O:2].[Cl:16][C:17]1[CH:23]=[CH:22][CH:21]=[C:20]([F:24])[C:18]=1[NH2:19].Cl.Cl.C(OC([N:32]1[C:36]([NH:37][C:38](=[O:52])[C:39]2[CH:44]=[CH:43][C:42]([N:45]3[CH2:50][CH2:49][N:48]([CH3:51])[CH2:47][CH2:46]3)=[CH:41][CH:40]=2)=[C:35]2[CH2:53][NH:54][C:55]([CH3:57])([CH3:56])[C:34]2=[N:33]1)=O)C.C(N(CC)CC)C, predict the reaction product. (2) Given the reactants Cl.Cl.[NH:3]1[C:11]2[C:6](=[CH:7][C:8]([NH:12][C:13]3[C:22]4[C:17](=[CH:18][CH:19]=[C:20]([O:23][CH2:24][CH2:25][N:26]5[CH2:31][CH2:30][CH2:29][CH2:28][CH2:27]5)[CH:21]=4)[N:16]=[C:15]([C:32]4[CH:33]=[C:34]([NH:38][C:39](=[O:43])[CH2:40][CH2:41][CH3:42])[CH:35]=[CH:36][CH:37]=4)[N:14]=3)=[CH:9][CH:10]=2)[CH:5]=[N:4]1, predict the reaction product. The product is: [NH:3]1[C:11]2[C:6](=[CH:7][C:8]([NH:12][C:13]3[C:22]4[C:17](=[CH:18][CH:19]=[C:20]([O:23][CH2:24][CH2:25][N:26]5[CH2:31][CH2:30][CH2:29][CH2:28][CH2:27]5)[CH:21]=4)[N:16]=[C:15]([C:32]4[CH:33]=[C:34]([NH:38][C:39](=[O:43])[CH2:40][CH2:41][CH3:42])[CH:35]=[CH:36][CH:37]=4)[N:14]=3)=[CH:9][CH:10]=2)[CH:5]=[N:4]1. (3) Given the reactants [CH3:1][N:2]1[C:6]([CH:7]([C:9]2[CH:14]=[CH:13][N:12]=[C:11]([C:15]([F:18])([F:17])[F:16])[CH:10]=2)[OH:8])=[CH:5][N:4]=[C:3]1[CH3:19].CN1C(C(O)C2CN(C(OC(C)(C)C)=O)C2)=CN=C1C, predict the reaction product. The product is: [CH3:1][N:2]1[C:6]([C:7]([C:9]2[CH:14]=[CH:13][N:12]=[C:11]([C:15]([F:18])([F:16])[F:17])[CH:10]=2)=[O:8])=[CH:5][N:4]=[C:3]1[CH3:19]. (4) The product is: [CH2:29]([N:21]([CH2:19][CH3:20])[C:22](=[O:28])[O:23][CH2:24][N:25]1[CH:13]=[C:12]([C:10]2[C:9](=[O:14])[N:8]([CH:15]([CH3:16])[CH3:17])[C:6]3[N:7]=[C:2]([NH2:1])[N:3]=[C:4]([CH3:18])[C:5]=3[CH:11]=2)[N:27]=[N:26]1)[CH3:30]. Given the reactants [NH2:1][C:2]1[N:3]=[C:4]([CH3:18])[C:5]2[CH:11]=[C:10]([C:12]#[CH:13])[C:9](=[O:14])[N:8]([CH:15]([CH3:17])[CH3:16])[C:6]=2[N:7]=1.[CH2:19]([N:21]([CH2:29][CH3:30])[C:22](=[O:28])[O:23][CH2:24][N:25]=[N+:26]=[N-:27])[CH3:20], predict the reaction product.